Task: Predict the reaction yield, written as a fraction of the theoretical maximum amount of product (1.0 means a 100% yield; for example, 0.34 means a 34% yield).. Dataset: Reaction yield outcomes from USPTO patents with 853,638 reactions (1) The reactants are [CH2:1]([O:3][C:4]([C:6]1[C:7](=[O:27])[N:8]([CH2:18][C:19]2[CH:24]=[CH:23][C:22]([O:25][CH3:26])=[CH:21][CH:20]=2)[C:9]2[C:14]([C:15]=1O)=[CH:13][C:12]([F:17])=[CH:11][N:10]=2)=[O:5])[CH3:2].C(N(CC)CC)C.O=P(Cl)(Cl)[Cl:37]. No catalyst specified. The product is [CH2:1]([O:3][C:4]([C:6]1[C:7](=[O:27])[N:8]([CH2:18][C:19]2[CH:24]=[CH:23][C:22]([O:25][CH3:26])=[CH:21][CH:20]=2)[C:9]2[C:14]([C:15]=1[Cl:37])=[CH:13][C:12]([F:17])=[CH:11][N:10]=2)=[O:5])[CH3:2]. The yield is 0.850. (2) The reactants are [CH3:1][C:2]1[CH:13]=[CH:12][C:5]2[N:6]=[C:7](O)[N:8]=[N+:9]([O-:10])[C:4]=2[CH:3]=1.O=P(Cl)(Cl)[Cl:16]. No catalyst specified. The product is [Cl:16][C:7]1[N:8]=[N+:9]([O-:10])[C:4]2[CH:3]=[C:2]([CH3:1])[CH:13]=[CH:12][C:5]=2[N:6]=1. The yield is 0.660. (3) The reactants are [CH3:1][C:2]1[O:6][N:5]=[C:4]([C:7]2[CH:12]=[CH:11][CH:10]=[CH:9][CH:8]=2)[C:3]=1[CH2:13][O:14][C:15]1[CH:23]=[CH:22][C:18]([C:19]([OH:21])=O)=[CH:17][N:16]=1.[CH:24]([NH2:27])([CH3:26])[CH3:25]. No catalyst specified. The product is [CH:24]([NH:27][C:19](=[O:21])[C:18]1[CH:22]=[CH:23][C:15]([O:14][CH2:13][C:3]2[C:4]([C:7]3[CH:8]=[CH:9][CH:10]=[CH:11][CH:12]=3)=[N:5][O:6][C:2]=2[CH3:1])=[N:16][CH:17]=1)([CH3:26])[CH3:25]. The yield is 0.970. (4) The reactants are C(OC(=O)[NH:7][CH:8]([C:16](=[O:40])[NH:17][CH:18]1[CH2:23][CH2:22][CH2:21][CH:20]([N:24]2[C:33]3[CH:32]=[CH:31][CH:30]=[C:29]([Cl:34])[C:28]=3[C:27]3=[N:35][O:36][C:37]([CH3:38])=[C:26]3[C:25]2=[O:39])[CH2:19]1)[CH2:9][C:10]1[CH:15]=[CH:14][CH:13]=[CH:12][CH:11]=1)(C)(C)C. The catalyst is Cl. The product is [NH2:7][CH:8]([CH2:9][C:10]1[CH:11]=[CH:12][CH:13]=[CH:14][CH:15]=1)[C:16]([NH:17][CH:18]1[CH2:23][CH2:22][CH2:21][CH:20]([N:24]2[C:33]3[CH:32]=[CH:31][CH:30]=[C:29]([Cl:34])[C:28]=3[C:27]3=[N:35][O:36][C:37]([CH3:38])=[C:26]3[C:25]2=[O:39])[CH2:19]1)=[O:40]. The yield is 1.00. (5) The reactants are O1CCCC1.[C:6]1([CH3:23])[CH:11]=[CH:10][C:9]([O:12][C:13]2[S:17][C:16]([CH2:18][C:19](Cl)=[N:20][OH:21])=[CH:15][CH:14]=2)=[CH:8][CH:7]=1.[C:24]([C:26]1[C:27]([NH2:33])=[N:28][C:29]([NH2:32])=[CH:30][CH:31]=1)#[CH:25].C(N(CC)CC)C. The catalyst is O. The product is [C:6]1([CH3:23])[CH:11]=[CH:10][C:9]([O:12][C:13]2[S:17][C:16]([CH2:18][C:19]3[CH:25]=[C:24]([C:26]4[C:27]([NH2:33])=[N:28][C:29]([NH2:32])=[CH:30][CH:31]=4)[O:21][N:20]=3)=[CH:15][CH:14]=2)=[CH:8][CH:7]=1. The yield is 0.140. (6) The reactants are [Cl:1][C:2]1[S:6][C:5]([S:7]([N:10](COCC[Si](C)(C)C)[C:11]2[C:19]3[C:14](=[CH:15][CH:16]=[CH:17][C:18]=3[O:20][CH3:21])[N:13]([CH2:22][C:23]3[CH:35]=[CH:34][C:26]([C:27]([N:29]([CH2:32][CH3:33])[CH2:30][CH3:31])=[O:28])=[CH:25][CH:24]=3)[N:12]=2)(=[O:9])=[O:8])=[CH:4][CH:3]=1.C(O)(C(F)(F)F)=O. The catalyst is ClCCl. The product is [Cl:1][C:2]1[S:6][C:5]([S:7]([NH:10][C:11]2[C:19]3[C:14](=[CH:15][CH:16]=[CH:17][C:18]=3[O:20][CH3:21])[N:13]([CH2:22][C:23]3[CH:35]=[CH:34][C:26]([C:27]([N:29]([CH2:32][CH3:33])[CH2:30][CH3:31])=[O:28])=[CH:25][CH:24]=3)[N:12]=2)(=[O:8])=[O:9])=[CH:4][CH:3]=1. The yield is 0.0300.